This data is from Forward reaction prediction with 1.9M reactions from USPTO patents (1976-2016). The task is: Predict the product of the given reaction. (1) Given the reactants [CH3:1][O:2][C:3]1[C:8]([O:9][CH3:10])=[CH:7][C:6](B2OC(C)(C)C(C)(C)O2)=[CH:5][N:4]=1.Br[C:21]1[CH:22]=[C:23]2[C:27](=[CH:28][CH:29]=1)[C:26](=[O:30])[N:25]([C:31]1[CH:32]=[N:33][N:34]([CH2:36][C:37]#[N:38])[CH:35]=1)[CH2:24]2.C(=O)([O-])[O-].[Cs+].[Cs+].CCOC(C)=O.O, predict the reaction product. The product is: [CH3:10][O:9][C:8]1[CH:7]=[C:6]([C:21]2[CH:22]=[C:23]3[C:27](=[CH:28][CH:29]=2)[C:26](=[O:30])[N:25]([C:31]2[CH:32]=[N:33][N:34]([CH2:36][C:37]#[N:38])[CH:35]=2)[CH2:24]3)[CH:5]=[N:4][C:3]=1[O:2][CH3:1]. (2) The product is: [F:1][C:2]1[CH:7]=[CH:6][C:5]([CH:8]([C:12]2[CH:13]=[CH:14][C:15]([F:18])=[CH:16][CH:17]=2)[CH2:9][CH2:10][NH:11][C:24]([C:23]2[CH:27]=[CH:28][C:20](=[O:19])[NH:21][CH:22]=2)=[O:25])=[CH:4][CH:3]=1. Given the reactants [F:1][C:2]1[CH:7]=[CH:6][C:5]([CH:8]([C:12]2[CH:17]=[CH:16][C:15]([F:18])=[CH:14][CH:13]=2)[CH2:9][CH2:10][NH2:11])=[CH:4][CH:3]=1.[OH:19][C:20]1[CH:28]=[CH:27][C:23]([C:24](O)=[O:25])=[CH:22][N:21]=1, predict the reaction product. (3) Given the reactants [F:1][C:2]([F:40])([F:39])[C:3]1[CH:8]=[CH:7][C:6]([C:9]2[N:14]=[C:13]([CH:15]([O:20][C:21]3[CH:26]=[CH:25][C:24]([CH2:27][CH2:28][CH2:29][C:30]([O:32]CC[Si](C)(C)C)=[O:31])=[CH:23][CH:22]=3)[CH2:16][CH2:17][CH2:18][CH3:19])[CH:12]=[CH:11][CH:10]=2)=[CH:5][CH:4]=1.CCCC[N+](CCCC)(CCCC)CCCC.[F-], predict the reaction product. The product is: [F:40][C:2]([F:1])([F:39])[C:3]1[CH:4]=[CH:5][C:6]([C:9]2[N:14]=[C:13]([CH:15]([O:20][C:21]3[CH:22]=[CH:23][C:24]([CH2:27][CH2:28][CH2:29][C:30]([OH:32])=[O:31])=[CH:25][CH:26]=3)[CH2:16][CH2:17][CH2:18][CH3:19])[CH:12]=[CH:11][CH:10]=2)=[CH:7][CH:8]=1. (4) Given the reactants [Cl-].[CH2:2]([N+:6]1([CH3:11])[CH2:10][CH2:9][CH2:8][CH2:7]1)[CH2:3][CH2:4][CH3:5].[S:12]([O:16]C)([O:14]C)=[O:13], predict the reaction product. The product is: [CH3:2][S:12]([O-:16])(=[O:14])=[O:13].[CH2:2]([N+:6]1([CH3:11])[CH2:10][CH2:9][CH2:8][CH2:7]1)[CH2:3][CH2:4][CH3:5]. (5) The product is: [NH2:12][C:7]1[S:8][C:9]2[CH:10]=[N:15][NH:14][C:3](=[O:2])[C:5]=2[N:6]=1. Given the reactants C[O:2][C:3]([C:5]1[N:6]=[C:7]([NH2:12])[S:8][C:9]=1[CH:10]=O)=O.O.[NH2:14][NH2:15].C(O)(=O)C, predict the reaction product. (6) Given the reactants [CH2:1]1[N:6]([CH2:7][C:8]([NH:10][CH:11]2[CH:16]3[CH2:17][C:18]4(O)[CH2:20][CH:12]2[CH2:13][CH:14]([CH2:19]4)[CH2:15]3)=[O:9])[CH2:5][CH2:4][N:3]([C:22]2[CH:27]=[CH:26][C:25]([C:28]([F:31])([F:30])[F:29])=[CH:24][N:23]=2)[CH2:2]1.CCN(S(F)(F)[F:38])CC, predict the reaction product. The product is: [CH2:1]1[N:6]([CH2:7][C:8]([NH:10][CH:11]2[CH:16]3[CH2:17][C:18]4([F:38])[CH2:20][CH:12]2[CH2:13][CH:14]([CH2:19]4)[CH2:15]3)=[O:9])[CH2:5][CH2:4][N:3]([C:22]2[CH:27]=[CH:26][C:25]([C:28]([F:31])([F:30])[F:29])=[CH:24][N:23]=2)[CH2:2]1. (7) Given the reactants [Cl:1][C:2]1[CH:3]=[C:4]([C:8]2[N:9]=[C:10]([N:16]3[C:20]4[CH:21]=[C:22]([OH:25])[CH:23]=[CH:24][C:19]=4[N:18]=[CH:17]3)[S:11][C:12]=2[C:13]([NH2:15])=[O:14])[CH:5]=[CH:6][CH:7]=1.CN(C)C=O.C(=O)([O-])[O-].[Cs+].[Cs+].Br[CH2:38][CH2:39][CH2:40][Cl:41], predict the reaction product. The product is: [Cl:41][CH2:40][CH2:39][CH2:38][O:25][C:22]1[CH:23]=[CH:24][C:19]2[N:18]=[CH:17][N:16]([C:10]3[S:11][C:12]([C:13]([NH2:15])=[O:14])=[C:8]([C:4]4[CH:5]=[CH:6][CH:7]=[C:2]([Cl:1])[CH:3]=4)[N:9]=3)[C:20]=2[CH:21]=1.